The task is: Predict which catalyst facilitates the given reaction.. This data is from Catalyst prediction with 721,799 reactions and 888 catalyst types from USPTO. (1) Reactant: [NH2:1][C:2]1[CH:12]=[CH:11][C:10]([O:13][CH2:14][C:15]2[CH:20]=[CH:19][CH:18]=[CH:17][CH:16]=2)=[CH:9][C:3]=1[C:4]([N:6]([CH3:8])[CH3:7])=[O:5].C(N(CC)CC)C.[F:28][C:29]([F:46])([F:45])[C:30]1[CH:35]=[CH:34][C:33]([C:36]2[C:37]([C:42](Cl)=[O:43])=[CH:38][CH:39]=[CH:40][CH:41]=2)=[CH:32][CH:31]=1. Product: [CH2:14]([O:13][C:10]1[CH:11]=[CH:12][C:2]([NH:1][C:42]([C:37]2[C:36]([C:33]3[CH:34]=[CH:35][C:30]([C:29]([F:28])([F:45])[F:46])=[CH:31][CH:32]=3)=[CH:41][CH:40]=[CH:39][CH:38]=2)=[O:43])=[C:3]([C:4](=[O:5])[N:6]([CH3:7])[CH3:8])[CH:9]=1)[C:15]1[CH:20]=[CH:19][CH:18]=[CH:17][CH:16]=1. The catalyst class is: 13. (2) Reactant: Cl.[CH2:2]([O:4][C:5](=[O:16])[C:6]([CH3:15])([S:8][CH:9]1[CH2:14][CH2:13][NH:12][CH2:11][CH2:10]1)[CH3:7])[CH3:3].C(N(CC)C(C)C)(C)C.[CH3:26][S:27](Cl)(=[O:29])=[O:28]. Product: [CH2:2]([O:4][C:5](=[O:16])[C:6]([S:8][CH:9]1[CH2:10][CH2:11][N:12]([S:27]([CH3:26])(=[O:29])=[O:28])[CH2:13][CH2:14]1)([CH3:15])[CH3:7])[CH3:3]. The catalyst class is: 1. (3) Reactant: Br[C:2]1[CH:3]=[C:4]2[C:9](=[CH:10][CH:11]=1)[N:8]1[N:12]=[CH:13][N:14]=[C:7]1[CH:6]=[CH:5]2.[CH2:15]([CH:17]([CH2:25][CH2:26][CH2:27][CH3:28])[CH2:18][O:19][C:20](=[O:24])[CH2:21][CH2:22][SH:23])[CH3:16].CCN(C(C)C)C(C)C.C1(P(C2C=CC=CC=2)C2C3OC4C(=CC=CC=4P(C4C=CC=CC=4)C4C=CC=CC=4)C(C)(C)C=3C=CC=2)C=CC=CC=1. Product: [CH2:15]([CH:17]([CH2:25][CH2:26][CH2:27][CH3:28])[CH2:18][O:19][C:20](=[O:24])[CH2:21][CH2:22][S:23][C:2]1[CH:3]=[C:4]2[C:9](=[CH:10][CH:11]=1)[N:8]1[N:12]=[CH:13][N:14]=[C:7]1[CH:6]=[CH:5]2)[CH3:16]. The catalyst class is: 62. (4) Reactant: [NH2:1][C:2](=[O:23])[C@@H:3]([N:7]1[CH2:10][C:9]2([CH2:14][CH2:13][CH2:12][N:11]2C(OC(C)(C)C)=O)[C:8]1=[O:22])[C@H:4]([OH:6])[CH3:5].C(O)(C(F)(F)F)=O. Product: [OH:6][C@H:4]([CH3:5])[C@H:3]([N:7]1[CH2:10][C:9]2([CH2:14][CH2:13][CH2:12][NH:11]2)[C:8]1=[O:22])[C:2]([NH2:1])=[O:23]. The catalyst class is: 2. (5) Reactant: [Br:1][C:2]1[S:6][C:5]([C:7]2[C:12]([CH3:13])=[CH:11][N:10]=[C:9](SC)[N:8]=2)=[CH:4][CH:3]=1.O[O:17][S:18]([O-:20])=O.[K+].[CH3:22]C(C)=O. Product: [Br:1][C:2]1[S:6][C:5]([C:7]2[C:12]([CH3:13])=[CH:11][N:10]=[C:9]([S:18]([CH3:22])(=[O:20])=[O:17])[N:8]=2)=[CH:4][CH:3]=1. The catalyst class is: 6.